Dataset: Full USPTO retrosynthesis dataset with 1.9M reactions from patents (1976-2016). Task: Predict the reactants needed to synthesize the given product. (1) Given the product [Cl:20][C:21]1[CH:26]=[C:25]([Cl:27])[CH:24]=[CH:23][C:22]=1[NH:28][C:29]([O:19][CH2:18][CH2:17][C:13]1[CH:12]=[C:11]([CH2:10][CH:4]([O:3][CH2:1][CH3:2])[C:5]([OH:7])=[O:6])[CH:16]=[CH:15][CH:14]=1)=[O:30], predict the reactants needed to synthesize it. The reactants are: [CH2:1]([O:3][CH:4]([CH2:10][C:11]1[CH:16]=[CH:15][CH:14]=[C:13]([CH2:17][CH2:18][OH:19])[CH:12]=1)[C:5]([O:7]CC)=[O:6])[CH3:2].[Cl:20][C:21]1[CH:26]=[C:25]([Cl:27])[CH:24]=[CH:23][C:22]=1[N:28]=[C:29]=[O:30]. (2) Given the product [CH2:3]([O:10][CH2:11][C:12]([CH3:18])([CH3:17])[C:13](=[O:15])[CH2:20][C:19]#[N:21])[C:4]1[CH:5]=[CH:6][CH:7]=[CH:8][CH:9]=1, predict the reactants needed to synthesize it. The reactants are: [H-].[Na+].[CH2:3]([O:10][CH2:11][C:12]([CH3:18])([CH3:17])[C:13]([O:15]C)=O)[C:4]1[CH:9]=[CH:8][CH:7]=[CH:6][CH:5]=1.[C:19](#[N:21])[CH3:20].Cl. (3) Given the product [CH3:1][C@H:2]1[NH:3][CH2:4][CH2:5][N:6]([C:9]2[N:10]=[CH:11][S:12][CH:13]=2)[CH2:7]1, predict the reactants needed to synthesize it. The reactants are: [CH3:1][C@@H:2]1[CH2:7][NH:6][CH2:5][CH2:4][NH:3]1.Br[C:9]1[N:10]=[CH:11][S:12][CH:13]=1. (4) Given the product [CH3:8][NH:9][C:10]1[N:15]=[C:14]([CH:16]([OH:18])[CH3:17])[CH:13]=[CH:12][CH:11]=1, predict the reactants needed to synthesize it. The reactants are: C(OC([CH2:8][NH:9][C:10]1[N:15]=[C:14]([CH:16]([OH:18])[CH3:17])[CH:13]=[CH:12][CH:11]=1)=O)(C)(C)C.Cl. (5) Given the product [C:4]1(=[O:6])[C:3]2[C:2](=[CH:10][CH:9]=[CH:8][CH:7]=2)[C:1](=[O:11])[NH:5]1, predict the reactants needed to synthesize it. The reactants are: [C:1]1(=[O:11])[NH:5][C:4](=[O:6])[C:3]2=[CH:7][CH:8]=[CH:9][CH:10]=[C:2]12.[K].C(=O)([O-])[O-].[K+].[K+].CN(C=O)C.